This data is from Full USPTO retrosynthesis dataset with 1.9M reactions from patents (1976-2016). The task is: Predict the reactants needed to synthesize the given product. (1) Given the product [CH2:17]([O:6][C:5](=[O:7])[C:4]1[CH:3]=[C:2]([OH:1])[CH:10]=[C:9]([OH:11])[CH:8]=1)[CH3:18], predict the reactants needed to synthesize it. The reactants are: [OH:1][C:2]1[CH:3]=[C:4]([CH:8]=[C:9]([OH:11])[CH:10]=1)[C:5]([OH:7])=[O:6].S(=O)(=O)(O)O.[CH2:17](O)[CH3:18]. (2) Given the product [CH2:1]([N:5]1[C:15]2[C:10](=[CH:11][CH:12]=[CH:13][CH:14]=2)[C:8]([OH:9])([CH2:17][C:16](=[O:18])[C:19]2[CH:24]=[CH:23][CH:22]=[CH:21][N:20]=2)[C:6]1=[O:7])[CH2:2][CH2:3][CH3:4], predict the reactants needed to synthesize it. The reactants are: [CH2:1]([N:5]1[C:15]2[C:10](=[CH:11][CH:12]=[CH:13][CH:14]=2)[C:8](=[O:9])[C:6]1=[O:7])[CH2:2][CH2:3][CH3:4].[C:16]([C:19]1[CH:24]=[CH:23][CH:22]=[CH:21][N:20]=1)(=[O:18])[CH3:17].CNC.